This data is from Peptide-MHC class II binding affinity with 134,281 pairs from IEDB. The task is: Regression. Given a peptide amino acid sequence and an MHC pseudo amino acid sequence, predict their binding affinity value. This is MHC class II binding data. The peptide sequence is GELQIVDKIDIAFKI. The MHC is DRB1_1501 with pseudo-sequence DRB1_1501. The binding affinity (normalized) is 0.488.